This data is from Reaction yield outcomes from USPTO patents with 853,638 reactions. The task is: Predict the reaction yield, written as a fraction of the theoretical maximum amount of product (1.0 means a 100% yield; for example, 0.34 means a 34% yield). The reactants are [C:1]1([C:35]2[CH:40]=[CH:39][CH:38]=[CH:37][CH:36]=2)[CH:6]=[CH:5][C:4]([C@@:7]2([S:30][CH2:31][CH2:32][CH2:33][CH3:34])[CH2:11][N:10]([C:12](=[O:26])[C@@H:13]([NH:18][C:19]([O:21][C:22]([CH3:25])([CH3:24])[CH3:23])=[O:20])[C:14]([CH3:17])([CH3:16])[CH3:15])[C@H:9]([C:27](O)=[O:28])[CH2:8]2)=[CH:3][CH:2]=1.[NH2:41][C@:42]1([C:49]([NH:51][S:52]([CH:55]2[CH2:57][CH2:56]2)(=[O:54])=[O:53])=[O:50])[CH2:44][C@H:43]1[CH2:45][CH:46]([F:48])[F:47].CN(C(ON1N=NC2C=CC=NC1=2)=[N+](C)C)C.F[P-](F)(F)(F)(F)F.C(N(CC)C(C)C)(C)C. The catalyst is CN(C=O)C.CO. The product is [C:1]1([C:35]2[CH:36]=[CH:37][CH:38]=[CH:39][CH:40]=2)[CH:6]=[CH:5][C:4]([C@@:7]2([S:30][CH2:31][CH2:32][CH2:33][CH3:34])[CH2:11][N:10]([C:12](=[O:26])[C@@H:13]([NH:18][C:19](=[O:20])[O:21][C:22]([CH3:25])([CH3:23])[CH3:24])[C:14]([CH3:17])([CH3:15])[CH3:16])[C@H:9]([C:27](=[O:28])[NH:41][C@:42]3([C:49](=[O:50])[NH:51][S:52]([CH:55]4[CH2:57][CH2:56]4)(=[O:53])=[O:54])[CH2:44][C@H:43]3[CH2:45][CH:46]([F:47])[F:48])[CH2:8]2)=[CH:3][CH:2]=1. The yield is 0.583.